From a dataset of Full USPTO retrosynthesis dataset with 1.9M reactions from patents (1976-2016). Predict the reactants needed to synthesize the given product. (1) Given the product [Br:33][C:34]1[N:35]=[C:36]([CH2:40][N:19]2[C:20]3[C:25](=[N:24][C:23]([CH3:28])=[CH:22][CH:21]=3)[C:26](=[O:27])[C:17]([C:15](=[O:16])[C:14]3[CH:29]=[CH:30][C:31]([CH3:32])=[C:12]([CH3:11])[CH:13]=3)=[CH:18]2)[CH:37]=[CH:38][CH:39]=1, predict the reactants needed to synthesize it. The reactants are: C[Si](C)(C)N[Si](C)(C)C.[K].[CH3:11][C:12]1[CH:13]=[C:14]([CH:29]=[CH:30][C:31]=1[CH3:32])[C:15]([C:17]1[C:26](=[O:27])[C:25]2[C:20](=[CH:21][CH:22]=[C:23]([CH3:28])[N:24]=2)[NH:19][CH:18]=1)=[O:16].[Br:33][C:34]1[CH:39]=[CH:38][CH:37]=[C:36]([CH2:40]Br)[N:35]=1.O. (2) Given the product [F:15][C:14]([F:17])([F:16])[C:10]1[CH:9]=[C:8]([N:7]2[C:3]([CH2:2][N:18]3[CH2:23][CH2:22][S:21](=[O:25])(=[O:24])[CH2:20][CH2:19]3)=[N:4][N:5]=[N:6]2)[CH:13]=[CH:12][CH:11]=1, predict the reactants needed to synthesize it. The reactants are: Cl[CH2:2][C:3]1[N:7]([C:8]2[CH:13]=[CH:12][CH:11]=[C:10]([C:14]([F:17])([F:16])[F:15])[CH:9]=2)[N:6]=[N:5][N:4]=1.[NH:18]1[CH2:23][CH2:22][S:21](=[O:25])(=[O:24])[CH2:20][CH2:19]1.C(N(CC)CC)C. (3) The reactants are: [F:1][C:2]1[CH:16]=[CH:15][C:5]([CH:6](O)[C:7]2[CH:12]=[CH:11][C:10]([F:13])=[CH:9][CH:8]=2)=[CH:4][CH:3]=1.Cl.[F:18][C:19]1[CH:24]=[CH:23][C:22]([CH:25]([C:33]2[CH:38]=[CH:37][C:36]([F:39])=[CH:35][CH:34]=2)[CH:26]2[C:31](=[O:32])[CH2:30][CH2:29][NH:28][CH2:27]2)=[CH:21][CH:20]=1.C(N(C(C)C)CC)(C)C.ClCCl. Given the product [F:1][C:2]1[CH:16]=[CH:15][C:5]([CH:6]([C:7]2[CH:12]=[CH:11][C:10]([F:13])=[CH:9][CH:8]=2)[N:28]2[CH2:29][CH2:30][C:31](=[O:32])[CH:26]([CH:25]([C:22]3[CH:21]=[CH:20][C:19]([F:18])=[CH:24][CH:23]=3)[C:33]3[CH:34]=[CH:35][C:36]([F:39])=[CH:37][CH:38]=3)[CH2:27]2)=[CH:4][CH:3]=1, predict the reactants needed to synthesize it.